Dataset: Catalyst prediction with 721,799 reactions and 888 catalyst types from USPTO. Task: Predict which catalyst facilitates the given reaction. Reactant: [CH2:1]([O:8][C:9]1[CH:14]=[CH:13][C:12]([CH:15]2[CH2:20][CH2:19][N:18](C(OCC3C=CC=CC=3)=O)[CH2:17][CH:16]2[O:31][CH2:32][C:33]2[CH:34]=[CH:35][C:36]3[O:41][CH2:40][CH2:39][N:38]([CH2:42][CH2:43][CH2:44][O:45][CH3:46])[C:37]=3[CH:47]=2)=[CH:11][CH:10]=1)[C:2]1[CH:7]=[CH:6][CH:5]=[CH:4][CH:3]=1.CO.[OH-].[K+]. Product: [CH2:1]([O:8][C:9]1[CH:10]=[CH:11][C:12]([CH:15]2[CH2:20][CH2:19][NH:18][CH2:17][CH:16]2[O:31][CH2:32][C:33]2[CH:34]=[CH:35][C:36]3[O:41][CH2:40][CH2:39][N:38]([CH2:42][CH2:43][CH2:44][O:45][CH3:46])[C:37]=3[CH:47]=2)=[CH:13][CH:14]=1)[C:2]1[CH:7]=[CH:6][CH:5]=[CH:4][CH:3]=1. The catalyst class is: 38.